This data is from Forward reaction prediction with 1.9M reactions from USPTO patents (1976-2016). The task is: Predict the product of the given reaction. (1) Given the reactants N[C:2]1[S:6][C:5]([C:7]([O-:9])=[O:8])=[C:4]([I:10])[C:3]=1[C:11]#[N:12].[I:13]CI.N(OCCC[CH2:22][CH3:23])=O, predict the reaction product. The product is: [C:11]([C:3]1[C:4]([I:10])=[C:5]([C:7]([O:9][CH2:22][CH3:23])=[O:8])[S:6][C:2]=1[I:13])#[N:12]. (2) Given the reactants [NH:1]1[CH2:6][CH2:5][C:4](=[CH:7][C:8]2[CH:9]=[C:10]([C:14]3[CH:19]=[CH:18][CH:17]=[CH:16][N:15]=3)[CH:11]=[CH:12][CH:13]=2)[CH2:3][CH2:2]1.Br[CH2:21][CH2:22][O:23][C:24]1[CH:33]=[CH:32][CH:31]=[C:30]2[C:25]=1[CH:26]=[CH:27][C:28]([CH3:34])=[N:29]2, predict the reaction product. The product is: [CH3:34][C:28]1[CH:27]=[CH:26][C:25]2[C:30](=[CH:31][CH:32]=[CH:33][C:24]=2[O:23][CH2:22][CH2:21][N:1]2[CH2:6][CH2:5][C:4](=[CH:7][C:8]3[CH:13]=[CH:12][CH:11]=[C:10]([C:14]4[CH:19]=[CH:18][CH:17]=[CH:16][N:15]=4)[CH:9]=3)[CH2:3][CH2:2]2)[N:29]=1. (3) Given the reactants [Cl:1][C:2]1[CH:3]=[C:4]([C:9]2[CH:10]=[C:11]3[C:16](=[CH:17][CH:18]=2)[N:15]=[CH:14][C:13]([C:19](=[O:23])[CH:20]([CH3:22])[CH3:21])=[C:12]3[NH:24][C@H:25]2[CH2:30][CH2:29][C@H:28]([NH:31]C(=O)OC(C)(C)C)[CH2:27][CH2:26]2)[CH:5]=[CH:6][C:7]=1[OH:8].C(O)(C(F)(F)F)=O, predict the reaction product. The product is: [NH2:31][C@H:28]1[CH2:29][CH2:30][C@H:25]([NH:24][C:12]2[C:11]3[C:16](=[CH:17][CH:18]=[C:9]([C:4]4[CH:5]=[CH:6][C:7]([OH:8])=[C:2]([Cl:1])[CH:3]=4)[CH:10]=3)[N:15]=[CH:14][C:13]=2[C:19](=[O:23])[CH:20]([CH3:21])[CH3:22])[CH2:26][CH2:27]1. (4) Given the reactants FC(F)(F)C(O)=O.C(OC([N:15]1[CH2:20][CH2:19][CH:18]([C:21](=[O:38])[NH:22][C:23]2[CH:28]=[CH:27][CH:26]=[CH:25][C:24]=2[O:29][C:30]2[CH:35]=[CH:34][C:33]([Cl:36])=[CH:32][C:31]=2[Cl:37])[CH2:17][CH2:16]1)=O)(C)(C)C.C([O-])([O-])=O.[K+].[K+].O, predict the reaction product. The product is: [Cl:37][C:31]1[CH:32]=[C:33]([Cl:36])[CH:34]=[CH:35][C:30]=1[O:29][C:24]1[CH:25]=[CH:26][CH:27]=[CH:28][C:23]=1[NH:22][C:21]([CH:18]1[CH2:19][CH2:20][NH:15][CH2:16][CH2:17]1)=[O:38]. (5) Given the reactants [Mg].Br[CH2:3][CH2:4][CH:5]=[C:6]([CH3:8])[CH3:7].CO[C:11]1[CH2:15][CH2:14][C:13](=[O:16])[CH:12]=1, predict the reaction product. The product is: [CH3:7][C:6]([CH3:8])=[CH:5][CH2:4][CH2:3][C:11]1[CH2:15][CH2:14][C:13](=[O:16])[CH:12]=1. (6) Given the reactants [SH:1][C:2]1[CH:7]=[CH:6][CH:5]=[CH:4][N:3]=1.[C:8](Cl)(=[O:15])[C:9]1[CH:14]=[CH:13][CH:12]=[CH:11][CH:10]=1, predict the reaction product. The product is: [C:8](=[O:15])([S:1][C:2]1[CH:7]=[CH:6][CH:5]=[CH:4][N:3]=1)[C:9]1[CH:14]=[CH:13][CH:12]=[CH:11][CH:10]=1.